This data is from Full USPTO retrosynthesis dataset with 1.9M reactions from patents (1976-2016). The task is: Predict the reactants needed to synthesize the given product. (1) Given the product [F:40][C:2]([F:1])([F:39])[C:3]1[CH:8]=[CH:7][C:6]([C:9]([F:11])([F:12])[F:10])=[CH:5][C:4]=1[CH2:13][N:15]1[CH2:18][CH:17]([C@@H:19]2[CH2:24][O:23][C:22]3[CH:25]=[CH:26][C:27]([C@H:29]([CH:36]4[CH2:38][CH2:37]4)[C@H:30]([CH3:35])[C:31]([OH:33])=[O:32])=[CH:28][C:21]=3[O:20]2)[CH2:16]1, predict the reactants needed to synthesize it. The reactants are: [F:1][C:2]([F:40])([F:39])[C:3]1[CH:8]=[CH:7][C:6]([C:9]([F:12])([F:11])[F:10])=[CH:5][C:4]=1[C@H:13]([N:15]1[CH2:18][CH:17]([C@@H:19]2[CH2:24][O:23][C:22]3[CH:25]=[CH:26][C:27]([C@H:29]([CH:36]4[CH2:38][CH2:37]4)[C@H:30]([CH3:35])[C:31]([O:33]C)=[O:32])=[CH:28][C:21]=3[O:20]2)[CH2:16]1)C.CO.[Li+].[OH-].Cl. (2) Given the product [F:1][C:2]1[CH:3]=[CH:4][C:5]([CH2:6][C:7]2[CH:16]=[C:15]3[C:10]([C:11]([OH:31])=[C:12]([C:26]([NH:34][CH2:35][CH2:36][CH2:37][N:38]4[CH2:42][CH2:41][CH2:40][C:39]4=[O:43])=[O:27])[C:13](=[O:25])[N:14]3[CH2:17][CH2:18][N:19]3[CH2:23][CH2:22][CH2:21][C:20]3=[O:24])=[N:9][CH:8]=2)=[CH:32][CH:33]=1, predict the reactants needed to synthesize it. The reactants are: [F:1][C:2]1[CH:33]=[CH:32][C:5]([CH2:6][C:7]2[CH:16]=[C:15]3[C:10]([C:11]([OH:31])=[C:12]([C:26](OCC)=[O:27])[C:13](=[O:25])[N:14]3[CH2:17][CH2:18][N:19]3[CH2:23][CH2:22][CH2:21][C:20]3=[O:24])=[N:9][CH:8]=2)=[CH:4][CH:3]=1.[NH2:34][CH2:35][CH2:36][CH2:37][N:38]1[CH2:42][CH2:41][CH2:40][C:39]1=[O:43]. (3) Given the product [C:1]([O:5][C:6]([N:7]1[CH2:8][CH2:9][O:13][CH:12]([C:14]2[CH:19]=[CH:18][C:17]([Br:20])=[C:16]([F:21])[CH:15]=2)[CH2:11]1)=[O:22])([CH3:4])([CH3:3])[CH3:2], predict the reactants needed to synthesize it. The reactants are: [C:1]([O:5][C:6](=[O:22])[N:7]([CH2:11][CH:12]([C:14]1[CH:19]=[CH:18][C:17]([Br:20])=[C:16]([F:21])[CH:15]=1)[OH:13])[CH2:8][CH2:9]O)([CH3:4])([CH3:3])[CH3:2].O1CCCC1.CS(Cl)(=O)=O.CCC([O-])(C)C.[K+]. (4) Given the product [CH2:18]1[CH2:19][O:20][C:2]([CH2:9][CH2:10][CH2:11][CH2:12][CH2:13][CH2:14][CH2:15][CH2:16][CH3:17])([CH2:3][C:4]([O:6][CH2:7][CH3:8])=[O:5])[O:1]1, predict the reactants needed to synthesize it. The reactants are: [O:1]=[C:2]([CH2:9][CH2:10][CH2:11][CH2:12][CH2:13][CH2:14][CH2:15][CH2:16][CH3:17])[CH2:3][C:4]([O:6][CH2:7][CH3:8])=[O:5].[CH2:18](O)[CH2:19][OH:20].CC1C=CC(S(O)(=O)=O)=CC=1. (5) Given the product [CH:30]1([N:10]2[C:9]3[CH:36]=[CH:37][C:6]([C:4]([OH:3])=[O:5])=[CH:7][C:8]=3[N:12]=[C:11]2[C:13]2[CH:14]=[C:15]3[C:20](=[CH:21][CH:22]=2)[N:19]=[C:18]([C:23]2[CH:28]=[CH:27][CH:26]=[CH:25][CH:24]=2)[CH:17]=[C:16]3[NH:38][NH2:39])[CH2:31][CH2:32][CH2:33][CH2:34][CH2:35]1, predict the reactants needed to synthesize it. The reactants are: C([O:3][C:4]([C:6]1[CH:37]=[CH:36][C:9]2[N:10]([CH:30]3[CH2:35][CH2:34][CH2:33][CH2:32][CH2:31]3)[C:11]([C:13]3[CH:14]=[C:15]4[C:20](=[CH:21][CH:22]=3)[N:19]=[C:18]([C:23]3[CH:28]=[CH:27][CH:26]=[CH:25][CH:24]=3)[CH:17]=[C:16]4Cl)=[N:12][C:8]=2[CH:7]=1)=[O:5])C.[NH2:38][NH2:39].C1(N2C3C=CC(C(O)=O)=CC=3N=C2C2C=C3C(=CC=2)N=C(C2C=CC=CC=2)C=C3N(C)C)CCCCC1. (6) The reactants are: FC(F)(F)S([C:6]1[CH2:15][CH2:14][C:13]2[CH:12]=[C:11]([C:16]([O:18][CH3:19])=[O:17])[CH:10]=[CH:9][C:8]=2[CH:7]=1)(=O)=O.C(=O)([O-])[O-].[Na+].[Na+].[Cl-].[Li+].[CH3:30][O:31][C:32]1[CH:37]=[CH:36][C:35](B(O)O)=[CH:34][CH:33]=1. Given the product [CH3:30][O:31][C:32]1[CH:37]=[CH:36][C:35]([C:6]2[CH2:15][CH2:14][C:13]3[CH:12]=[C:11]([C:16]([O:18][CH3:19])=[O:17])[CH:10]=[CH:9][C:8]=3[CH:7]=2)=[CH:34][CH:33]=1, predict the reactants needed to synthesize it. (7) The reactants are: Cl[C:2]1[N:3]=[C:4]([OH:12])[C:5]2[CH:11]=[CH:10][N:9]=[CH:8][C:6]=2[N:7]=1.[CH2:13]([N:15]([C:23]1[CH:28]=[CH:27][C:26]([CH:29]([CH3:31])[CH3:30])=[CH:25][CH:24]=1)[C:16]1[CH:21]=[CH:20][C:19]([OH:22])=[CH:18][CH:17]=1)[CH3:14]. Given the product [CH2:13]([N:15]([C:23]1[CH:28]=[CH:27][C:26]([CH:29]([CH3:30])[CH3:31])=[CH:25][CH:24]=1)[C:16]1[CH:21]=[CH:20][C:19]([O:22][C:2]2[N:3]=[C:4]([OH:12])[C:5]3[CH:11]=[CH:10][N:9]=[CH:8][C:6]=3[N:7]=2)=[CH:18][CH:17]=1)[CH3:14], predict the reactants needed to synthesize it. (8) The reactants are: [Si:1]([O:8][CH2:9][C@@H:10]1[CH:15]=[C:14]([C:16]([O:18]C)=[O:17])[C@H:13]([OH:20])[CH2:12][N:11]1[C:21]([O:23][C:24]([CH3:27])([CH3:26])[CH3:25])=[O:22])([C:4]([CH3:7])([CH3:6])[CH3:5])([CH3:3])[CH3:2].O.[Li+].[OH-].Cl. Given the product [C:24]([O:23][C:21]([N:11]1[C@H:10]([CH2:9][O:8][Si:1]([C:4]([CH3:6])([CH3:5])[CH3:7])([CH3:2])[CH3:3])[CH:15]=[C:14]([C:16]([OH:18])=[O:17])[C@H:13]([OH:20])[CH2:12]1)=[O:22])([CH3:25])([CH3:26])[CH3:27], predict the reactants needed to synthesize it.